From a dataset of Catalyst prediction with 721,799 reactions and 888 catalyst types from USPTO. Predict which catalyst facilitates the given reaction. (1) Reactant: [Cl:1][C:2]1[C:7]([C:8]([OH:10])=[O:9])=[C:6]([CH3:11])[CH:5]=[C:4]([Cl:12])[N:3]=1.[C:13]([O-])([O-])=O.[K+].[K+].IC.O. The catalyst class is: 3. Product: [CH3:13][O:9][C:8]([C:7]1[C:2]([Cl:1])=[N:3][C:4]([Cl:12])=[CH:5][C:6]=1[CH3:11])=[O:10]. (2) Reactant: [C:1]12([CH2:11][NH:12][C:13](=[O:22])[C:14]3[C:19]([Cl:20])=[CH:18][N:17]=[C:16](Br)[CH:15]=3)[CH2:10][CH:5]3[CH2:6][CH:7]([CH2:9][CH:3]([CH2:4]3)[CH2:2]1)[CH2:8]2.[CH2:23]([N:26]([CH2:34][CH2:35][CH2:36][O:37][CH:38]1[CH2:43][CH2:42][CH2:41][CH2:40][O:39]1)[C:27](=[O:33])[O:28][C:29]([CH3:32])([CH3:31])[CH3:30])[C:24]#[CH:25]. Product: [C:1]12([CH2:11][NH:12][C:13]([C:14]3[C:19]([Cl:20])=[CH:18][N:17]=[C:16]([C:25]#[C:24][CH2:23][N:26]([CH2:34][CH2:35][CH2:36][O:37][CH:38]4[CH2:43][CH2:42][CH2:41][CH2:40][O:39]4)[C:27](=[O:33])[O:28][C:29]([CH3:32])([CH3:30])[CH3:31])[CH:15]=3)=[O:22])[CH2:10][CH:5]3[CH2:6][CH:7]([CH2:9][CH:3]([CH2:4]3)[CH2:2]1)[CH2:8]2. The catalyst class is: 556. (3) Reactant: Br[C:2]1[S:6][C:5]([C:7]2[CH:8]=[CH:9][C:10]([F:15])=[C:11]([CH:14]=2)[C:12]#[N:13])=[N:4][N:3]=1.CC1(C)C(C)(C)OB([C:24]2[CH:32]=[CH:31][CH:30]=[C:29]3[C:25]=2[CH2:26][CH2:27][C@@H:28]3[NH:33][C:34](=[O:40])[O:35][C:36]([CH3:39])([CH3:38])[CH3:37])O1.C(=O)([O-])[O-].[K+].[K+].N#N. Product: [C:12]([C:11]1[CH:14]=[C:7]([C:5]2[S:6][C:2]([C:24]3[CH:32]=[CH:31][CH:30]=[C:29]4[C:25]=3[CH2:26][CH2:27][C@@H:28]4[NH:33][C:34](=[O:40])[O:35][C:36]([CH3:38])([CH3:37])[CH3:39])=[N:3][N:4]=2)[CH:8]=[CH:9][C:10]=1[F:15])#[N:13]. The catalyst class is: 108.